Predict the reaction yield, written as a fraction of the theoretical maximum amount of product (1.0 means a 100% yield; for example, 0.34 means a 34% yield). From a dataset of Reaction yield outcomes from USPTO patents with 853,638 reactions. (1) The reactants are BrBr.[K+].[Br-:4].[CH2:5]([C:7]1[CH:8]=[CH:9][C:10]([CH:13]=[CH2:14])=[N:11][CH:12]=1)[CH3:6].[OH2:15]. No catalyst specified. The product is [Br:4][CH2:14][CH:13]([C:10]1[CH:9]=[CH:8][C:7]([CH2:5][CH3:6])=[CH:12][N:11]=1)[OH:15]. The yield is 0.860. (2) The reactants are Cl.[C:2]([C:4]1[C:5](O)=[C:6]([C:10]2[N:20]=[CH:19][CH:18]=[CH:17][C:11]=2[C:12]([O:14][CH2:15][CH3:16])=[O:13])[CH:7]=[CH:8][CH:9]=1)#[N:3].CS([O:26][CH2:27][CH2:28][C:29]1[CH:34]=[CH:33][C:32]([C:35]([CH3:38])([CH3:37])[CH3:36])=[CH:31][CH:30]=1)(=O)=O.C(=O)([O-])[O-].[K+].[K+]. The catalyst is CN(C=O)C. The product is [C:2]([C:4]1[CH:5]=[C:6]([C:10]2[N:20]=[CH:19][CH:18]=[CH:17][C:11]=2[C:12]([O:14][CH2:15][CH3:16])=[O:13])[CH:7]=[CH:8][C:9]=1[O:26][CH2:27][CH2:28][C:29]1[CH:34]=[CH:33][C:32]([C:35]([CH3:38])([CH3:37])[CH3:36])=[CH:31][CH:30]=1)#[N:3]. The yield is 0.550. (3) The reactants are [NH2:1][C:2]1[C:7]2[C:8]([C:11]3[CH:16]=[CH:15][C:14]([O:17][C:18]4[CH:23]=[CH:22][CH:21]=[CH:20][CH:19]=4)=[CH:13][CH:12]=3)=[CH:9][S:10][C:6]=2[C:5](/[CH:24]=[CH:25]/[C:26]([O:28]C(C)(C)C)=[O:27])=[CH:4][N:3]=1.C1(C)C=CC=CC=1. The catalyst is ClCCl.FC(F)(F)C(O)=O. The product is [NH2:1][C:2]1[C:7]2[C:8]([C:11]3[CH:12]=[CH:13][C:14]([O:17][C:18]4[CH:23]=[CH:22][CH:21]=[CH:20][CH:19]=4)=[CH:15][CH:16]=3)=[CH:9][S:10][C:6]=2[C:5](/[CH:24]=[CH:25]/[C:26]([OH:28])=[O:27])=[CH:4][N:3]=1. The yield is 1.00. (4) The product is [Cl:1][C:2]1[C:3]([F:11])=[N:4][C:5]([F:10])=[C:6]([F:9])[C:7]=1[O:18][CH2:13][C:14]([F:17])([F:16])[F:15]. The reactants are [Cl:1][C:2]1[C:3]([F:11])=[N:4][C:5]([F:10])=[C:6]([F:9])[C:7]=1F.[Na].[CH2:13]([OH:18])[C:14]([F:17])([F:16])[F:15].[H-].[Na+]. The catalyst is C1COCC1. The yield is 0.630.